From a dataset of Full USPTO retrosynthesis dataset with 1.9M reactions from patents (1976-2016). Predict the reactants needed to synthesize the given product. Given the product [ClH:1].[NH:15]([C:14]1[C:9]([CH3:8])=[N:10][CH:11]=[CH:12][CH:13]=1)[NH2:16], predict the reactants needed to synthesize it. The reactants are: [ClH:1].O1CCOCC1.[CH3:8][C:9]1[C:14]([N:15](C(OC(C)(C)C)=O)[NH:16]C(OC(C)(C)C)=O)=[CH:13][CH:12]=[CH:11][N:10]=1.